The task is: Predict the product of the given reaction.. This data is from Forward reaction prediction with 1.9M reactions from USPTO patents (1976-2016). (1) Given the reactants [N:1]1[CH:6]=[CH:5][CH:4]=[CH:3][C:2]=1[N:7]1[CH2:11][CH2:10][CH:9]([NH:12]C(=O)OC(C)(C)C)[CH2:8]1.[ClH:20], predict the reaction product. The product is: [ClH:20].[ClH:20].[N:1]1[CH:6]=[CH:5][CH:4]=[CH:3][C:2]=1[N:7]1[CH2:11][CH2:10][CH:9]([NH2:12])[CH2:8]1. (2) Given the reactants [CH3:1][C@@H:2]1[CH2:7][CH2:6][C@H:5]([C:8]([NH:10][C:11]2[CH:16]=[CH:15][CH:14]=[CH:13][CH:12]=2)=[O:9])[CH2:4][N:3]1C(OCC1C=CC=CC=1)=O, predict the reaction product. The product is: [CH3:1][C@H:2]1[NH:3][CH2:4][C@@H:5]([C:8]([NH:10][C:11]2[CH:12]=[CH:13][CH:14]=[CH:15][CH:16]=2)=[O:9])[CH2:6][CH2:7]1. (3) Given the reactants C([O:3][C:4](=[O:39])[CH2:5][O:6][C:7]1[CH:12]=[CH:11][C:10]([N:13]([CH3:33])[CH:14]([C:16]2[C:17]([CH3:32])=[N:18][C:19]([C:22]3[CH:27]=[CH:26][CH:25]=[C:24]([C:28]([F:31])([F:30])[F:29])[CH:23]=3)=[CH:20][CH:21]=2)[CH3:15])=[CH:9][C:8]=1[CH2:34][CH2:35][CH2:36][O:37][CH3:38])C.[OH-].[Na+], predict the reaction product. The product is: [CH3:38][O:37][CH2:36][CH2:35][CH2:34][C:8]1[CH:9]=[C:10]([N:13]([CH3:33])[CH:14]([C:16]2[C:17]([CH3:32])=[N:18][C:19]([C:22]3[CH:27]=[CH:26][CH:25]=[C:24]([C:28]([F:31])([F:29])[F:30])[CH:23]=3)=[CH:20][CH:21]=2)[CH3:15])[CH:11]=[CH:12][C:7]=1[O:6][CH2:5][C:4]([OH:39])=[O:3]. (4) Given the reactants Br[C:2]1[C:3]([CH3:8])=[N:4][O:5][C:6]=1[CH3:7].[F:9][C:10]1[CH:11]=[C:12](B(O)O)[CH:13]=[C:14]([F:16])[CH:15]=1.C(Cl)Cl.C(=O)([O-])[O-].[Na+].[Na+], predict the reaction product. The product is: [F:9][C:10]1[CH:11]=[C:12]([C:2]2[C:3]([CH3:8])=[N:4][O:5][C:6]=2[CH3:7])[CH:13]=[C:14]([F:16])[CH:15]=1. (5) Given the reactants [O:1]1[CH2:5][CH2:4][O:3][CH:2]1[C:6]1[S:10][C:9]([C:11]2[CH:12]=[C:13]3[C:17](=[CH:18][CH:19]=2)[C:16](=[O:20])[NH:15][CH2:14]3)=[CH:8][CH:7]=1.[H-].[Na+].[CH3:23]I, predict the reaction product. The product is: [O:3]1[CH2:4][CH2:5][O:1][CH:2]1[C:6]1[S:10][C:9]([C:11]2[CH:12]=[C:13]3[C:17](=[CH:18][CH:19]=2)[C:16](=[O:20])[N:15]([CH3:23])[CH2:14]3)=[CH:8][CH:7]=1.